Dataset: Peptide-MHC class II binding affinity with 134,281 pairs from IEDB. Task: Regression. Given a peptide amino acid sequence and an MHC pseudo amino acid sequence, predict their binding affinity value. This is MHC class II binding data. The peptide sequence is RDHYILYCEGELHGRQ. The MHC is DRB5_0101 with pseudo-sequence DRB5_0101. The binding affinity (normalized) is 0.221.